From a dataset of Full USPTO retrosynthesis dataset with 1.9M reactions from patents (1976-2016). Predict the reactants needed to synthesize the given product. (1) Given the product [O:23]1[CH2:24][C@H:22]1[CH2:21][O:13][C:11]1[CH:12]=[C:3]([O:2][CH3:1])[CH:4]=[C:5]2[O:9][C:8]([CH3:10])=[N:7][C:6]=12, predict the reactants needed to synthesize it. The reactants are: [CH3:1][O:2][C:3]1[CH:4]=[C:5]2[O:9][C:8]([CH3:10])=[N:7][C:6]2=[C:11]([OH:13])[CH:12]=1.[N+](C1C=C(C=CC=1)O[CH2:21][C@@H:22]1[CH2:24][O:23]1)([O-])=O.C(=O)([O-])[O-].[Cs+].[Cs+]. (2) Given the product [Br:18][C:16]1[CH:15]=[CH:14][N:13]=[C:12]([CH:5]([C:3]#[N:4])[C:6]([N:8]([CH3:10])[CH3:9])=[O:7])[CH:17]=1.[Br:11][C:12]1[CH:19]=[N:20][CH:23]=[CH:16][C:17]=1[CH:5]([C:3]#[N:4])[C:6]([N:8]([CH3:10])[CH3:9])=[O:7], predict the reactants needed to synthesize it. The reactants are: [H-].[Na+].[C:3]([CH2:5][C:6]([N:8]([CH3:10])[CH3:9])=[O:7])#[N:4].[Br:11][C:12]1[CH:17]=[C:16]([Br:18])[CH:15]=[CH:14][N:13]=1.[CH3:19][N:20]([CH3:23])C=O. (3) Given the product [CH3:51][N:52]([CH3:67])[S:53]([C:56]1[C:64]2[C:59](=[CH:60][CH:61]=[C:62]([F:65])[CH:63]=2)[N:58]([NH:66][C:15]([C:11]2[C:12]([CH3:14])=[N:13][C:8]([C:4]3[CH:5]=[CH:6][CH:7]=[C:2]([F:1])[CH:3]=3)=[N:9][CH:10]=2)=[O:17])[CH:57]=1)(=[O:54])=[O:55], predict the reactants needed to synthesize it. The reactants are: [F:1][C:2]1[CH:3]=[C:4]([C:8]2[N:13]=[C:12]([CH3:14])[C:11]([C:15]([OH:17])=O)=[CH:10][N:9]=2)[CH:5]=[CH:6][CH:7]=1.CN(C(ON1N=NC2C=CC=NC1=2)=[N+](C)C)C.F[P-](F)(F)(F)(F)F.CCN(C(C)C)C(C)C.[CH3:51][N:52]([CH3:67])[S:53]([C:56]1[C:64]2[C:59](=[CH:60][CH:61]=[C:62]([F:65])[CH:63]=2)[N:58]([NH2:66])[CH:57]=1)(=[O:55])=[O:54]. (4) Given the product [Si:31]([O:30][CH2:29][CH2:28][O:1][C:2]1[CH:7]=[CH:6][C:5]([C:8]23[NH:20][CH2:19][CH2:18][N:9]2[C:10](=[O:17])[C:11]2[N:12]([CH:14]=[CH:15][CH:16]=2)[CH2:13]3)=[CH:4][CH:3]=1)([C:34]([CH3:37])([CH3:36])[CH3:35])([CH3:33])[CH3:32], predict the reactants needed to synthesize it. The reactants are: [OH:1][C:2]1[CH:7]=[CH:6][C:5]([C:8]23[NH:20][CH2:19][CH2:18][N:9]2[C:10](=[O:17])[C:11]2[N:12]([CH:14]=[CH:15][CH:16]=2)[CH2:13]3)=[CH:4][CH:3]=1.C(=O)([O-])[O-].[K+].[K+].Br[CH2:28][CH2:29][O:30][Si:31]([C:34]([CH3:37])([CH3:36])[CH3:35])([CH3:33])[CH3:32]. (5) The reactants are: [CH:1]1([N:4]([CH3:21])[CH:5]2[CH2:14][CH2:13][C:12]([CH3:16])([CH3:15])[C:11]3[CH:10]=[C:9]([C:17]#[CH:18])[CH:8]=[C:7]([O:19][CH3:20])[C:6]2=3)[CH2:3][CH2:2]1.[CH3:22][O:23][C:24](=[O:52])[CH:25]([C:27]1[CH:32]=[CH:31][C:30](C#CC2C=C(C3CC3)C3OC4(CC4)CC(C)(C)C=3C=2)=[CH:29][CH:28]=1)[CH3:26].C(N(CC)CC)C.C(OCC)(=O)C. Given the product [CH3:22][O:23][C:24](=[O:52])[CH:25]([C:27]1[CH:28]=[CH:29][C:30]([C:18]#[C:17][C:9]2[CH:8]=[C:7]([O:19][CH3:20])[C:6]3[CH:5]([N:4]([CH:1]4[CH2:3][CH2:2]4)[CH3:21])[CH2:14][CH2:13][C:12]([CH3:15])([CH3:16])[C:11]=3[CH:10]=2)=[CH:31][CH:32]=1)[CH3:26], predict the reactants needed to synthesize it.